Dataset: Catalyst prediction with 721,799 reactions and 888 catalyst types from USPTO. Task: Predict which catalyst facilitates the given reaction. The catalyst class is: 12. Product: [F:1][C:2]1[CH:3]=[C:4]2[C:8](=[CH:9][CH:10]=1)[N:7]([CH2:11][C:12]([OH:14])=[O:13])[C:6]([CH3:19])=[C:5]2[C:20]1[C:29]2[C:24](=[CH:25][CH:26]=[CH:27][CH:28]=2)[C:23](=[O:30])[N:22]([CH2:33][C:34]([OH:35])([CH3:37])[CH3:36])[N:21]=1. Reactant: [F:1][C:2]1[CH:3]=[C:4]2[C:8](=[CH:9][CH:10]=1)[N:7]([CH2:11][C:12]([O:14]C(C)(C)C)=[O:13])[C:6]([CH3:19])=[C:5]2[C:20]1[C:29]2[C:24](=[CH:25][CH:26]=[CH:27][CH:28]=2)[C:23]([OH:30])=[N:22][N:21]=1.[OH-].[Na+].[CH3:33][C:34]1([CH3:37])[CH2:36][O:35]1.